This data is from Reaction yield outcomes from USPTO patents with 853,638 reactions. The task is: Predict the reaction yield, written as a fraction of the theoretical maximum amount of product (1.0 means a 100% yield; for example, 0.34 means a 34% yield). (1) The reactants are CN(C)CCN.[CH3:7][O:8][CH2:9][CH2:10][O:11][N:12]1[C:16](=O)[C:15]2=[CH:18][CH:19]=[CH:20][CH:21]=[C:14]2C1=O.C(O)(=O)C.C([C:35]1[CH:40]=[C:39]([Cl:41])[CH:38]=[CH:37][C:36]=1[NH:42][S:43]([C:46]([F:49])([F:48])[F:47])(=[O:45])=[O:44])(=O)C1C=CC=CC=1. The catalyst is CCO. The product is [Cl:41][C:39]1[CH:40]=[CH:35][C:36]([NH:42][S:43]([C:46]([F:49])([F:47])[F:48])(=[O:45])=[O:44])=[C:37]([C:16](=[N:12][O:11][CH2:10][CH2:9][O:8][CH3:7])[C:15]2[CH:14]=[CH:21][CH:20]=[CH:19][CH:18]=2)[CH:38]=1. The yield is 0.740. (2) The reactants are [Cl:1][C:2]1[C:10]([CH3:11])=[N:9][C:8]2[N:4]([N:5]=[C:6]3[CH2:14][N:13]([C:15]([C:17]4[CH:22]=[CH:21][CH:20]=[CH:19][C:18]=4[O:23][CH:24]([CH3:27])[CH2:25][OH:26])=[O:16])[CH2:12][C:7]3=2)[C:3]=1[CH3:28]. The catalyst is C(Cl)Cl. The product is [Cl:1][C:2]1[C:10]([CH3:11])=[N:9][C:8]2[N:4]([N:5]=[C:6]3[CH2:14][N:13]([C:15]([C:17]4[CH:22]=[CH:21][CH:20]=[CH:19][C:18]=4[O:23][CH:24]([CH3:27])[CH:25]=[O:26])=[O:16])[CH2:12][C:7]3=2)[C:3]=1[CH3:28]. The yield is 0.780. (3) The reactants are C([O:8][C:9]1[C:18]2[C:13](=[C:14]([CH3:21])[C:15]([O:19][CH3:20])=[CH:16][CH:17]=2)[N:12]=[C:11](Cl)[CH:10]=1)C1C=CC=CC=1.[CH:23]([C:26]1[CH:30]=[CH:29][NH:28][N:27]=1)([CH3:25])[CH3:24]. No catalyst specified. The product is [OH:8][C:9]1[C:18]2[C:13](=[C:14]([CH3:21])[C:15]([O:19][CH3:20])=[CH:16][CH:17]=2)[N:12]=[C:11]([N:28]2[CH:29]=[CH:30][C:26]([CH:23]([CH3:25])[CH3:24])=[N:27]2)[CH:10]=1. The yield is 0.950. (4) The catalyst is C1COCC1. The yield is 0.590. The reactants are [F:1][C:2]1[CH:7]=[CH:6][C:5]([C@H:8]([CH3:11])[CH2:9]O)=[CH:4][CH:3]=1.[C:12]1(=[O:22])[NH:16][C:15](=[O:17])[C:14]2=[CH:18][CH:19]=[CH:20][CH:21]=[C:13]12.C1(P(C2C=CC=CC=2)C2C=CC=CC=2)C=CC=CC=1.CCOC(/N=N/C(OCC)=O)=O. The product is [F:1][C:2]1[CH:7]=[CH:6][C:5]([C@H:8]([CH3:11])[CH2:9][N:16]2[C:12](=[O:22])[C:13]3[C:14](=[CH:18][CH:19]=[CH:20][CH:21]=3)[C:15]2=[O:17])=[CH:4][CH:3]=1. (5) The reactants are [OH-].[Na+:2].C[O:4][C:5]1[CH:10]=[CH:9][CH:8]=[CH:7][C:6]=1[C:11]1[N:15]([CH2:16][CH2:17][CH2:18][CH2:19][C:20]([OH:22])=[O:21])[N:14]=[N:13][CH:12]=1. The catalyst is O. The product is [Na+:2].[Na+:2].[OH:4][C:5]1[CH:10]=[CH:9][CH:8]=[CH:7][C:6]=1[C:11]1[N:15]([CH2:16][CH2:17][CH2:18][CH2:19][C:20]([O-:22])=[O:21])[N:14]=[N:13][CH:12]=1.[OH:4][C:5]1[CH:10]=[CH:9][CH:8]=[CH:7][C:6]=1[C:11]1[N:15]([CH2:16][CH2:17][CH2:18][CH2:19][C:20]([O-:22])=[O:21])[N:14]=[N:13][CH:12]=1. The yield is 0.790.